Task: Predict which catalyst facilitates the given reaction.. Dataset: Catalyst prediction with 721,799 reactions and 888 catalyst types from USPTO (1) Reactant: [CH3:1][C:2]([CH3:9])=[CH:3][CH2:4][CH2:5][C@H:6]([OH:8])[CH3:7].CCN(C(C)C)C(C)C.[S:19](Cl)([CH3:22])(=[O:21])=[O:20]. Product: [CH3:7][C@@H:6]([O:8][S:19]([CH3:22])(=[O:21])=[O:20])[CH2:5][CH2:4][CH:3]=[C:2]([CH3:9])[CH3:1]. The catalyst class is: 2. (2) Reactant: [Si:1]([O:8][CH2:9][C@@H:10]1[CH:15]=[C:14]([C:16]([O:18]C)=[O:17])[C@H:13]([OH:20])[CH2:12][N:11]1[C:21]([O:23][C:24]([CH3:27])([CH3:26])[CH3:25])=[O:22])([C:4]([CH3:7])([CH3:6])[CH3:5])([CH3:3])[CH3:2].O.[Li+].[OH-].Cl. Product: [C:24]([O:23][C:21]([N:11]1[C@H:10]([CH2:9][O:8][Si:1]([C:4]([CH3:6])([CH3:5])[CH3:7])([CH3:2])[CH3:3])[CH:15]=[C:14]([C:16]([OH:18])=[O:17])[C@H:13]([OH:20])[CH2:12]1)=[O:22])([CH3:25])([CH3:26])[CH3:27]. The catalyst class is: 1. (3) Reactant: [C:1]([O:5][C:6]([N:8]1[CH2:13][CH2:12][CH:11]([CH2:14][NH:15][C:16]2[C:21]([O:22][CH3:23])=[N:20][CH:19]=[CH:18][N:17]=2)[CH2:10][CH2:9]1)=[O:7])([CH3:4])([CH3:3])[CH3:2].N1C=CC=CC=1.[Br:30]Br. Product: [C:1]([O:5][C:6]([N:8]1[CH2:9][CH2:10][CH:11]([CH2:14][NH:15][C:16]2[C:21]([O:22][CH3:23])=[N:20][C:19]([Br:30])=[CH:18][N:17]=2)[CH2:12][CH2:13]1)=[O:7])([CH3:4])([CH3:3])[CH3:2]. The catalyst class is: 146.